This data is from Full USPTO retrosynthesis dataset with 1.9M reactions from patents (1976-2016). The task is: Predict the reactants needed to synthesize the given product. (1) Given the product [ClH:1].[Cl:1][C:2]1[CH:7]=[C:6]([Cl:8])[CH:5]=[CH:4][C:3]=1[C:9]1[C:14]2=[N:15][N:16]([CH3:18])[CH:17]=[C:13]2[CH:12]=[CH:11][N:10]=1, predict the reactants needed to synthesize it. The reactants are: [Cl:1][C:2]1[CH:7]=[C:6]([Cl:8])[CH:5]=[CH:4][C:3]=1[C:9]1[C:14]2=[N:15][N:16]([CH3:18])[CH:17]=[C:13]2[CH:12]=[CH:11][N:10]=1.Cl. (2) Given the product [C:77]([O:76][C:75]([NH:74][CH2:73][C@H:70]1[CH2:69][CH2:68][C@H:67]([C:65]([NH:64][C@H:49]([C:50](=[O:63])[NH:51][C:52]2[CH:57]=[CH:56][C:55]([C:58]3[N:59]=[N:60][NH:61][N:62]=3)=[CH:54][CH:53]=2)[CH2:48][C:45]2[CH:44]=[CH:43][C:42]([C:37]3[CH:38]=[CH:39][C:40]([CH3:41])=[C:35]([NH:34][C:95]([CH:92]4[CH2:93][CH2:94][N:89]([C:87]([O:86][C:82]([CH3:85])([CH3:84])[CH3:83])=[O:88])[CH2:90][CH2:91]4)=[O:96])[CH:36]=3)=[CH:47][CH:46]=2)=[O:66])[CH2:72][CH2:71]1)=[O:81])([CH3:78])([CH3:80])[CH3:79], predict the reactants needed to synthesize it. The reactants are: C(N(CC)C(C)C)(C)C.F[P-](F)(F)(F)(F)F.CN(C(ON1C2=NC=CC=C2N=N1)=[N+](C)C)C.[NH2:34][C:35]1[CH:36]=[C:37]([C:42]2[CH:47]=[CH:46][C:45]([CH2:48][C@H:49]([NH:64][C:65]([C@H:67]3[CH2:72][CH2:71][C@H:70]([CH2:73][NH:74][C:75](=[O:81])[O:76][C:77]([CH3:80])([CH3:79])[CH3:78])[CH2:69][CH2:68]3)=[O:66])[C:50](=[O:63])[NH:51][C:52]3[CH:57]=[CH:56][C:55]([C:58]4[N:59]=[N:60][NH:61][N:62]=4)=[CH:54][CH:53]=3)=[CH:44][CH:43]=2)[CH:38]=[CH:39][C:40]=1[CH3:41].[C:82]([O:86][C:87]([N:89]1[CH2:94][CH2:93][CH:92]([C:95](O)=[O:96])[CH2:91][CH2:90]1)=[O:88])([CH3:85])([CH3:84])[CH3:83].